Dataset: Forward reaction prediction with 1.9M reactions from USPTO patents (1976-2016). Task: Predict the product of the given reaction. (1) Given the reactants C[O:2][C:3](=O)[CH2:4][C@@H:5]1[CH2:9][S:8][C:7]([C:10]2[NH:11][C:12]3[C:17]([CH:18]=2)=[CH:16][C:15]([CH2:19][S:20]([CH3:23])(=[O:22])=[O:21])=[CH:14][C:13]=3[NH:24][CH:25]2[CH2:29][CH2:28][CH2:27][CH2:26]2)=[N:6]1.O1CCCC1.[BH4-].[Li+].O, predict the reaction product. The product is: [CH:25]1([NH:24][C:13]2[CH:14]=[C:15]([CH2:19][S:20]([CH3:23])(=[O:21])=[O:22])[CH:16]=[C:17]3[C:12]=2[NH:11][C:10]([C:7]2[S:8][CH2:9][C@@H:5]([CH2:4][CH2:3][OH:2])[N:6]=2)=[CH:18]3)[CH2:26][CH2:27][CH2:28][CH2:29]1. (2) Given the reactants [C:1]([O:5][C:6](=[O:31])[NH:7][C@@H:8]([C:11]1[CH:16]=[CH:15][C:14]([O:17][CH3:18])=[C:13]([C:19](=[O:29])[C:20]2[CH:25]=[CH:24][CH:23]=[C:22]([C:26](=O)[NH2:27])[CH:21]=2)[C:12]=1[F:30])[CH2:9][CH3:10])([CH3:4])([CH3:3])[CH3:2].P(Cl)(Cl)(OCC)=O.C1CCN2C(=NCCC2)CC1, predict the reaction product. The product is: [C:1]([O:5][C:6](=[O:31])[NH:7][C@@H:8]([C:11]1[CH:16]=[CH:15][C:14]([O:17][CH3:18])=[C:13]([C:19](=[O:29])[C:20]2[CH:25]=[CH:24][CH:23]=[C:22]([C:26]#[N:27])[CH:21]=2)[C:12]=1[F:30])[CH2:9][CH3:10])([CH3:2])([CH3:3])[CH3:4]. (3) Given the reactants [CH:1]1([CH2:6][C:7]([NH:9][C:10]2[CH:11]=[N:12][N:13]([CH2:17][CH2:18][CH:19]([F:31])[CH2:20][N:21]3[CH:25]=[C:24]([C:26]([O:28]CC)=[O:27])[N:23]=[N:22]3)[C:14](=[O:16])[CH:15]=2)=[O:8])[CH2:5][CH2:4][CH2:3][CH2:2]1.[Li+].[OH-], predict the reaction product. The product is: [CH:1]1([CH2:6][C:7]([NH:9][C:10]2[CH:11]=[N:12][N:13]([CH2:17][CH2:18][CH:19]([F:31])[CH2:20][N:21]3[CH:25]=[C:24]([C:26]([OH:28])=[O:27])[N:23]=[N:22]3)[C:14](=[O:16])[CH:15]=2)=[O:8])[CH2:5][CH2:4][CH2:3][CH2:2]1. (4) Given the reactants [CH2:1]([O:3][C:4]([C:6]1[C:7]([OH:16])=[N:8][C:9]([C:12]([CH3:15])([CH3:14])[CH3:13])=[N:10][CH:11]=1)=[O:5])[CH3:2].[CH2:17](OC(C1C(O)=NC(CC)=NC=1)=O)[CH3:18].[H-].[Na+], predict the reaction product. The product is: [CH2:1]([O:3][C:4]([C:6]1[C:7]([O:16][CH2:17][CH3:18])=[N:8][C:9]([C:12]([CH3:15])([CH3:14])[CH3:13])=[N:10][CH:11]=1)=[O:5])[CH3:2]. (5) Given the reactants [CH:1](=[O:4])[CH2:2][CH3:3].CC([Si](C)(C)O[C@H:11]1[CH2:16][CH2:15][C@H:14]([C:17]([O:19][CH2:20][CH3:21])=[O:18])[CH2:13][CH2:12]1)(C)C.[Bi](Br)(Br)Br.C([SiH](CC)CC)C, predict the reaction product. The product is: [CH2:1]([O:4][C@H:11]1[CH2:16][CH2:15][C@H:14]([C:17]([O:19][CH2:20][CH3:21])=[O:18])[CH2:13][CH2:12]1)[CH2:2][CH3:3]. (6) Given the reactants [CH:1](=[O:10])[CH:2]=[CH:3][C:4]1[CH:9]=[CH:8][CH:7]=[CH:6][CH:5]=1.C(C1C(=O)C(Cl)=C(Cl)C(=O)C=1C#N)#N.[C:25]1([CH2:31][CH2:32][CH2:33][OH:34])[CH:30]=[CH:29][CH:28]=[CH:27][CH:26]=1.O.[O-2].[O-2].[O-2].O=[Si]=O.O=[Si]=O.O=[Si]=O.O=[Si]=O.[Al+3].[Al+3], predict the reaction product. The product is: [C:1]([O:34][CH2:33][CH2:32][CH2:31][C:25]1[CH:30]=[CH:29][CH:28]=[CH:27][CH:26]=1)(=[O:10])[CH:2]=[CH:3][C:4]1[CH:9]=[CH:8][CH:7]=[CH:6][CH:5]=1. (7) Given the reactants Br[CH2:2][CH2:3][O:4][C:5]1[CH:10]=[CH:9][C:8]([N+:11]([O-:13])=[O:12])=[CH:7][CH:6]=1.C([O-])([O-])=O.[K+].[K+].[N:20]1([C:26]([O:28][C:29]([CH3:32])([CH3:31])[CH3:30])=[O:27])[CH2:25][CH2:24][NH:23][CH2:22][CH2:21]1, predict the reaction product. The product is: [N+:11]([C:8]1[CH:9]=[CH:10][C:5]([O:4][CH2:3][CH2:2][N:23]2[CH2:22][CH2:21][N:20]([C:26]([O:28][C:29]([CH3:32])([CH3:31])[CH3:30])=[O:27])[CH2:25][CH2:24]2)=[CH:6][CH:7]=1)([O-:13])=[O:12]. (8) Given the reactants [NH2:1][C:2]1[C:7]([C:8]([F:11])([F:10])[F:9])=[CH:6][CH:5]=[CH:4][N:3]=1.[Br:12]N1C(=O)CCC1=O, predict the reaction product. The product is: [Br:12][C:5]1[CH:6]=[C:7]([C:8]([F:9])([F:11])[F:10])[C:2]([NH2:1])=[N:3][CH:4]=1. (9) Given the reactants [NH2:1][C:2]1[N:7]=[C:6](Cl)[CH:5]=[CH:4][N:3]=1.[CH:9]1([NH2:14])[CH2:13][CH2:12][CH2:11][CH2:10]1.C(N(CC)CC)C, predict the reaction product. The product is: [CH:9]1([NH:14][C:6]2[CH:5]=[CH:4][N:3]=[C:2]([NH2:1])[N:7]=2)[CH2:13][CH2:12][CH2:11][CH2:10]1.